Dataset: Reaction yield outcomes from USPTO patents with 853,638 reactions. Task: Predict the reaction yield, written as a fraction of the theoretical maximum amount of product (1.0 means a 100% yield; for example, 0.34 means a 34% yield). (1) The reactants are Cl.[OH:2][CH:3]([C:17]1[C:26]2[C:21](=[CH:22][CH:23]=[CH:24][CH:25]=2)[CH:20]=[CH:19][CH:18]=1)[CH:4]([NH2:16])[CH2:5][C:6]1[CH:11]=[CH:10][C:9]([C:12]([F:15])([F:14])[F:13])=[CH:8][CH:7]=1.[CH:27]1([C:33](Cl)=[O:34])[CH2:32][CH2:31][CH2:30][CH2:29][CH2:28]1.C(=O)([O-])O.[Na+]. The catalyst is C(OCC)(=O)C.O. The product is [OH:2][CH:3]([C:17]1[C:26]2[C:21](=[CH:22][CH:23]=[CH:24][CH:25]=2)[CH:20]=[CH:19][CH:18]=1)[CH:4]([NH:16][C:33]([CH:27]1[CH2:32][CH2:31][CH2:30][CH2:29][CH2:28]1)=[O:34])[CH2:5][C:6]1[CH:11]=[CH:10][C:9]([C:12]([F:13])([F:14])[F:15])=[CH:8][CH:7]=1. The yield is 0.790. (2) The reactants are [Cl:1][C:2]1[CH:7]=[CH:6][C:5]([C:8]([C:11]2[N:15]([C:16]3[CH:21]=[CH:20][C:19]([F:22])=[CH:18][CH:17]=3)[C:14]([S:23][CH2:24][C:25]3[C:30]([F:31])=[CH:29][C:28]([S:32]([NH:35][C@H:36]([CH3:41])[C:37]([O:39][CH3:40])=[O:38])(=[O:34])=[O:33])=[CH:27][C:26]=3[F:42])=[N:13][CH:12]=2)([CH3:10])[CH3:9])=[CH:4][C:3]=1[O:43][CH3:44].C([O-])([O-])=O.[K+].[K+].[Br:51][CH2:52][CH2:53][CH2:54]Br. The catalyst is CC#N. The product is [Br:51][CH2:52][CH2:53][CH2:54][N:35]([C@H:36]([CH3:41])[C:37]([O:39][CH3:40])=[O:38])[S:32]([C:28]1[CH:27]=[C:26]([F:42])[C:25]([CH2:24][S:23][C:14]2[N:15]([C:16]3[CH:21]=[CH:20][C:19]([F:22])=[CH:18][CH:17]=3)[C:11]([C:8]([C:5]3[CH:6]=[CH:7][C:2]([Cl:1])=[C:3]([O:43][CH3:44])[CH:4]=3)([CH3:9])[CH3:10])=[CH:12][N:13]=2)=[C:30]([F:31])[CH:29]=1)(=[O:33])=[O:34]. The yield is 0.470. (3) The reactants are F.F.F.C(N(CC)CC)C.C(N(CC)CC)C.[Si]([O:35][CH2:36][C@H:37]1[O:41][C@@H:40]([N:42]2[CH:49]=[C:48]([CH3:50])[C:46](=[O:47])[NH:45][C:43]2=[O:44])[C@H:39]([O:51][CH2:52][CH2:53][O:54][N:55]([CH3:57])[CH3:56])[C@@H:38]1[OH:58])(C(C)(C)C)(C1C=CC=CC=1)C1C=CC=CC=1.CO. The catalyst is C1COCC1.C(Cl)Cl. The product is [CH3:56][N:55]([CH3:57])[O:54][CH2:53][CH2:52][O:51][C@@H:39]1[C@H:38]([OH:58])[C@@H:37]([CH2:36][OH:35])[O:41][C@H:40]1[N:42]1[CH:49]=[C:48]([CH3:50])[C:46](=[O:47])[NH:45][C:43]1=[O:44]. The yield is 0.925. (4) The reactants are C1(P(C2C=CC=CC=2)C2C=CC=CC=2)C=CC=CC=1.BrN1C(=O)CCC1=O.[CH3:28][S:29]([C:32]1[CH:33]=[C:34]([CH:42]([CH2:46][CH:47]2[CH2:51][CH2:50][CH2:49][CH2:48]2)[C:43](O)=[O:44])[CH:35]=[CH:36][C:37]=1[S:38]([CH3:41])(=[O:40])=[O:39])(=[O:31])=[O:30].[NH2:52][C:53]1[S:54][CH:55]=[CH:56][N:57]=1. The catalyst is C(Cl)Cl. The product is [CH3:28][S:29]([C:32]1[CH:33]=[C:34]([CH:42]([CH2:46][CH:47]2[CH2:51][CH2:50][CH2:49][CH2:48]2)[C:43]([NH:52][C:53]2[S:54][CH:55]=[CH:56][N:57]=2)=[O:44])[CH:35]=[CH:36][C:37]=1[S:38]([CH3:41])(=[O:40])=[O:39])(=[O:31])=[O:30]. The yield is 0.610. (5) The reactants are C1C=CC(P(C2C([C:18]3[C:19](P(C4C=CC=CC=4)C4C=CC=CC=4)=[CH:20][CH:21]=[C:22]4[C:17]=3[CH:16]=CC=C4)=[C:22]3[C:17]([CH:18]=[CH:19][CH:20]=[CH:21]3)=[CH:16]C=2)C2C=CC=CC=2)=CC=1.Cl.[CH3:48][C:49]1([CH3:74])[CH:53]([C:54]2[CH:59]=[CH:58][C:57]([CH3:60])=[CH:56][CH:55]=2)[C:52]2[C:61]([CH3:73])=[C:62]([N:67]3[CH2:72][CH2:71][NH:70][CH2:69][CH2:68]3)[C:63]([CH3:66])=[C:64]([CH3:65])[C:51]=2[O:50]1.CC(C)([O-])C.[Na+].BrC1C=CC(C)=CC=1. The catalyst is C1(C)C=CC=CC=1.C(=O)(O)[O-].[Na+].C([O-])(=O)C.[Pd+2].C([O-])(=O)C. The product is [CH3:48][C:49]1([CH3:74])[CH:53]([C:54]2[CH:55]=[CH:56][C:57]([CH3:60])=[CH:58][CH:59]=2)[C:52]2[C:61]([CH3:73])=[C:62]([N:67]3[CH2:72][CH2:71][N:70]([C:20]4[CH:21]=[CH:22][C:17]([CH3:16])=[CH:18][CH:19]=4)[CH2:69][CH2:68]3)[C:63]([CH3:66])=[C:64]([CH3:65])[C:51]=2[O:50]1. The yield is 0.820. (6) The reactants are Cl.[NH2:2][C:3]1([CH2:17][OH:18])[CH2:7][CH2:6][N:5]([C:8]2[C:9]3[N:10]([CH:14]=[CH:15][CH:16]=3)[CH:11]=[CH:12][N:13]=2)[CH2:4]1.[CH:19]([C:22]1[CH:23]=[N:24][C:25]([C:28](O)=[O:29])=[N:26][CH:27]=1)([CH3:21])[CH3:20].C(N(CC)C(C)C)C.CN(C(ON1N=NC2C=CC=NC1=2)=[N+](C)C)C.F[P-](F)(F)(F)(F)F. The catalyst is CN(C=O)C.C(OCC)(=O)C. The product is [OH:18][CH2:17][C:3]1([NH:2][C:28]([C:25]2[N:24]=[CH:23][C:22]([CH:19]([CH3:21])[CH3:20])=[CH:27][N:26]=2)=[O:29])[CH2:7][CH2:6][N:5]([C:8]2[C:9]3[N:10]([CH:14]=[CH:15][CH:16]=3)[CH:11]=[CH:12][N:13]=2)[CH2:4]1. The yield is 0.320. (7) The reactants are COC1C=CC(C[N:8]2[CH:12]=[C:11]([C:13]3[N:14]=[C:15]([NH:22][C:23]4[N:28]=[C:27]([CH3:29])[CH:26]=[CH:25][N:24]=4)[S:16][C:17]=3[C:18]([F:21])([F:20])[F:19])[CH:10]=[N:9]2)=CC=1.FC(F)(F)S(O)(=O)=O.C([O-])([O-])=O.[Na+].[Na+]. The catalyst is C(O)(C(F)(F)F)=O. The product is [CH3:29][C:27]1[CH:26]=[CH:25][N:24]=[C:23]([NH:22][C:15]2[S:16][C:17]([C:18]([F:21])([F:19])[F:20])=[C:13]([C:11]3[CH:10]=[N:9][NH:8][CH:12]=3)[N:14]=2)[N:28]=1. The yield is 0.0550.